From a dataset of Forward reaction prediction with 1.9M reactions from USPTO patents (1976-2016). Predict the product of the given reaction. (1) Given the reactants Br[C:2]1[CH:7]=[CH:6][CH:5]=[C:4]([F:8])[C:3]=1[NH:9][C:10](=[O:15])[C:11]([CH3:14])([CH3:13])[CH3:12].C([Li])CCC.C1CCCCC1.CN(C)[CH:29]=[O:30], predict the reaction product. The product is: [F:8][C:4]1[CH:5]=[CH:6][CH:7]=[C:2]([CH:29]=[O:30])[C:3]=1[NH:9][C:10](=[O:15])[C:11]([CH3:14])([CH3:13])[CH3:12]. (2) Given the reactants C[Si](OP(=O)=O)(C)C.[NH2:9][C:10]1[CH:11]=[N:12][CH:13]=[CH:14][C:15]=1[OH:16].[CH3:17][O:18][C:19]1[CH:20]=[C:21]([CH:25]=[CH:26][C:27]=1[C:28]1[CH:33]=[CH:32][CH:31]=[CH:30][N:29]=1)[C:22](O)=O, predict the reaction product. The product is: [CH3:17][O:18][C:19]1[CH:20]=[C:21]([C:22]2[O:16][C:15]3[CH:14]=[CH:13][N:12]=[CH:11][C:10]=3[N:9]=2)[CH:25]=[CH:26][C:27]=1[C:28]1[CH:33]=[CH:32][CH:31]=[CH:30][N:29]=1. (3) Given the reactants [CH2:1]([O:3][C:4]1[C:9]2[NH:10][C:11](=[O:13])[O:12][C:8]=2[CH:7]=[C:6]([CH:14]=O)[CH:5]=1)[CH3:2].[C:16]1([C:22](=O)[CH2:23][C:24]2[CH:29]=[CH:28][CH:27]=[CH:26][CH:25]=2)[CH:21]=[CH:20][CH:19]=[CH:18][CH:17]=1.[NH2:31][C:32]([NH2:34])=[O:33].Cl, predict the reaction product. The product is: [CH2:1]([O:3][C:4]1[C:9]2[NH:10][C:11](=[O:13])[O:12][C:8]=2[CH:7]=[C:6]([CH:14]2[C:23]([C:24]3[CH:29]=[CH:28][CH:27]=[CH:26][CH:25]=3)=[C:22]([C:16]3[CH:21]=[CH:20][CH:19]=[CH:18][CH:17]=3)[NH:34][C:32](=[O:33])[NH:31]2)[CH:5]=1)[CH3:2]. (4) Given the reactants [CH:1]1([N:6]2[CH2:11][CH2:10][N:9]([C:12]([C:14]3[CH:15]=[C:16]4[C:20](=[CH:21][CH:22]=3)[NH:19][C:18]([C:23]([N:25]3[CH2:30][CH2:29][O:28][CH2:27][CH2:26]3)=[O:24])=[CH:17]4)=[O:13])[CH2:8][CH2:7]2)[CH2:5][CH2:4][CH2:3][CH2:2]1.[H-].[Na+].Br[CH:34]([CH3:36])[CH3:35], predict the reaction product. The product is: [CH:1]1([N:6]2[CH2:7][CH2:8][N:9]([C:12]([C:14]3[CH:15]=[C:16]4[C:20](=[CH:21][CH:22]=3)[N:19]([CH:34]([CH3:36])[CH3:35])[C:18]([C:23]([N:25]3[CH2:26][CH2:27][O:28][CH2:29][CH2:30]3)=[O:24])=[CH:17]4)=[O:13])[CH2:10][CH2:11]2)[CH2:5][CH2:4][CH2:3][CH2:2]1. (5) The product is: [Cl:6][C:7]1[CH:38]=[CH:37][CH:36]=[CH:35][C:8]=1[CH2:9][N:10]([CH3:34])[C:11]([C:13]1[N:14]=[N:15][N:16]([CH2:19][C:20]2[CH:25]=[C:24]([C:26]([F:29])([F:27])[F:28])[CH:23]=[C:22]([C:30]([F:33])([F:31])[F:32])[CH:21]=2)[C:17]=1[N:1]1[CH2:5][CH2:4][CH2:3][CH2:2]1)=[O:12]. Given the reactants [NH:1]1[CH2:5][CH2:4][CH2:3][CH2:2]1.[Cl:6][C:7]1[CH:38]=[CH:37][CH:36]=[CH:35][C:8]=1[CH2:9][N:10]([CH3:34])[C:11]([C:13]1[N:14]=[N:15][N:16]([CH2:19][C:20]2[CH:25]=[C:24]([C:26]([F:29])([F:28])[F:27])[CH:23]=[C:22]([C:30]([F:33])([F:32])[F:31])[CH:21]=2)[C:17]=1Cl)=[O:12], predict the reaction product. (6) Given the reactants O=P12OP3(OP(OP(O3)(O1)=O)(=O)O2)=O.[OH:15][C:16]1[CH:17]=[C:18]([CH:21]=[CH:22][C:23]=1[OH:24])[CH:19]=[O:20].[CH3:25][C:26]([CH3:28])=O.C(=O)([O-])[O-].[K+].[K+], predict the reaction product. The product is: [CH3:25][C:26]1([CH3:28])[O:24][C:23]2[CH:22]=[CH:21][C:18]([CH:19]=[O:20])=[CH:17][C:16]=2[O:15]1.